From a dataset of Full USPTO retrosynthesis dataset with 1.9M reactions from patents (1976-2016). Predict the reactants needed to synthesize the given product. (1) Given the product [CH3:16][O:15][C:10]1[CH:11]=[C:12]2[C:7](=[CH:8][CH:9]=1)[CH:6]=[C:5]([C:3](=[O:4])[CH2:20][C:19]#[N:21])[CH:14]=[CH:13]2, predict the reactants needed to synthesize it. The reactants are: CO[C:3]([C:5]1[CH:14]=[CH:13][C:12]2[C:7](=[CH:8][CH:9]=[C:10]([O:15][CH3:16])[CH:11]=2)[CH:6]=1)=[O:4].[H-].[Na+].[C:19](#[N:21])[CH3:20]. (2) Given the product [F:35][C:29]1[CH:28]=[C:27]([CH:32]=[CH:31][C:30]=1[O:33][CH3:34])[CH2:26][N:5]1[C:4]2[CH:3]=[C:2]([C:40]3[CH:41]=[CH:42][C:37]([F:36])=[CH:38][CH:39]=3)[S:10][C:9]=2[C:8](=[O:11])[N:7]([CH:12]2[CH2:17][CH2:16][N:15]([C:18]([O:20][C:21]([CH3:22])([CH3:24])[CH3:23])=[O:19])[CH2:14][CH2:13]2)[C:6]1=[O:25], predict the reactants needed to synthesize it. The reactants are: Br[C:2]1[S:10][C:9]2[C:8](=[O:11])[N:7]([CH:12]3[CH2:17][CH2:16][N:15]([C:18]([O:20][C:21]([CH3:24])([CH3:23])[CH3:22])=[O:19])[CH2:14][CH2:13]3)[C:6](=[O:25])[N:5]([CH2:26][C:27]3[CH:32]=[CH:31][C:30]([O:33][CH3:34])=[C:29]([F:35])[CH:28]=3)[C:4]=2[CH:3]=1.[F:36][C:37]1[CH:42]=[CH:41][C:40](B(O)O)=[CH:39][CH:38]=1.C(=O)([O-])[O-].[Cs+].[Cs+]. (3) Given the product [CH2:1]([O:8][C:9]1[CH:10]=[C:11]([CH:20]([OH:42])[CH2:21][NH:22][C:23]([CH3:40])([CH3:41])[CH2:24][C:25]2[CH:26]=[CH:27][C:28]([O:29][CH2:30][CH2:31][CH2:32][C:33]([OH:35])=[O:34])=[CH:38][CH:39]=2)[C:12]2[O:17][CH2:16][C:15](=[O:18])[NH:14][C:13]=2[CH:19]=1)[C:2]1[CH:3]=[CH:4][CH:5]=[CH:6][CH:7]=1, predict the reactants needed to synthesize it. The reactants are: [CH2:1]([O:8][C:9]1[CH:10]=[C:11]([CH:20]([OH:42])[CH2:21][NH:22][C:23]([CH3:41])([CH3:40])[CH2:24][C:25]2[CH:39]=[CH:38][C:28]([O:29][CH2:30][CH2:31][CH2:32][C:33]([O:35]CC)=[O:34])=[CH:27][CH:26]=2)[C:12]2[O:17][CH2:16][C:15](=[O:18])[NH:14][C:13]=2[CH:19]=1)[C:2]1[CH:7]=[CH:6][CH:5]=[CH:4][CH:3]=1.[OH-].[Na+].Cl.